The task is: Predict the product of the given reaction.. This data is from Forward reaction prediction with 1.9M reactions from USPTO patents (1976-2016). (1) Given the reactants [C:1]([C:5]1[N:10]=[CH:9][C:8]([C:11]2[N:12]([C:32]([N:34]3[CH2:39][CH2:38][CH:37]([CH2:40][C:41]([OH:43])=O)[CH2:36][CH2:35]3)=[O:33])[C@@:13]([C:25]3[CH:30]=[CH:29][C:28]([Cl:31])=[CH:27][CH:26]=3)([CH3:24])[C@@:14]([C:17]3[CH:22]=[CH:21][C:20]([Cl:23])=[CH:19][CH:18]=3)([CH3:16])[N:15]=2)=[C:7]([O:44][CH2:45][CH3:46])[CH:6]=1)([CH3:4])([CH3:3])[CH3:2].[CH3:47][NH:48][CH2:49][CH2:50][CH3:51], predict the reaction product. The product is: [C:1]([C:5]1[N:10]=[CH:9][C:8]([C:11]2[N:12]([C:32]([N:34]3[CH2:39][CH2:38][CH:37]([CH2:40][C:41]([N:48]([CH3:47])[CH2:49][CH2:50][CH3:51])=[O:43])[CH2:36][CH2:35]3)=[O:33])[C@@:13]([C:25]3[CH:26]=[CH:27][C:28]([Cl:31])=[CH:29][CH:30]=3)([CH3:24])[C@@:14]([C:17]3[CH:22]=[CH:21][C:20]([Cl:23])=[CH:19][CH:18]=3)([CH3:16])[N:15]=2)=[C:7]([O:44][CH2:45][CH3:46])[CH:6]=1)([CH3:3])([CH3:2])[CH3:4]. (2) Given the reactants C1(C(C2C=CC=CC=2)([C@H]2CCCN2)O)C=CC=CC=1.COB(OC)OC.B.C(N(CC)C1C=CC=CC=1)C.[O:39]=[C:40]([C:75]1[C:103]([F:104])=[CH:102][C:78]2[N:79]([CH2:94][O:95][CH2:96][CH2:97][Si:98]([CH3:101])([CH3:100])[CH3:99])[C:80]([C@@H:82]3[CH2:86][CH2:85][CH2:84][N:83]3[C:87]([O:89][C:90]([CH3:93])([CH3:92])[CH3:91])=[O:88])=[N:81][C:77]=2[CH:76]=1)[CH2:41][CH2:42][C:43]([C:45]1[C:73]([F:74])=[CH:72][C:48]2[N:49]([CH2:64][O:65][CH2:66][CH2:67][Si:68]([CH3:71])([CH3:70])[CH3:69])[C:50]([C@@H:52]3[CH2:56][CH2:55][CH2:54][N:53]3[C:57]([O:59][C:60]([CH3:63])([CH3:62])[CH3:61])=[O:58])=[N:51][C:47]=2[CH:46]=1)=[O:44].CO.Cl, predict the reaction product. The product is: [OH:44][C@H:43]([C:45]1[C:73]([F:74])=[CH:72][C:48]2[N:49]([CH2:64][O:65][CH2:66][CH2:67][Si:68]([CH3:71])([CH3:70])[CH3:69])[C:50]([C@@H:52]3[CH2:56][CH2:55][CH2:54][N:53]3[C:57]([O:59][C:60]([CH3:61])([CH3:62])[CH3:63])=[O:58])=[N:51][C:47]=2[CH:46]=1)[CH2:42][CH2:41][C@@H:40]([C:75]1[C:103]([F:104])=[CH:102][C:78]2[N:79]([CH2:94][O:95][CH2:96][CH2:97][Si:98]([CH3:99])([CH3:100])[CH3:101])[C:80]([C@@H:82]3[CH2:86][CH2:85][CH2:84][N:83]3[C:87]([O:89][C:90]([CH3:91])([CH3:92])[CH3:93])=[O:88])=[N:81][C:77]=2[CH:76]=1)[OH:39]. (3) Given the reactants CO[C:3]([C:5]1[N:6]=[N:7][C:8]([O:11][CH2:12][C:13]2[C:14]([CH2:19][CH2:20][CH2:21][CH3:22])=[N:15][O:16][C:17]=2[CH3:18])=[CH:9][CH:10]=1)=[O:4].[NH2:23][CH:24]1[CH2:29][CH2:28][O:27][CH2:26][CH2:25]1, predict the reaction product. The product is: [O:27]1[CH2:28][CH2:29][CH:24]([NH:23][C:3]([C:5]2[N:6]=[N:7][C:8]([O:11][CH2:12][C:13]3[C:14]([CH2:19][CH2:20][CH2:21][CH3:22])=[N:15][O:16][C:17]=3[CH3:18])=[CH:9][CH:10]=2)=[O:4])[CH2:25][CH2:26]1. (4) Given the reactants [Cl:1][C:2]1[N:3]=[C:4]([N:15]2[CH2:20][CH2:19][O:18][CH2:17][CH2:16]2)[C:5]2[S:10][C:9](S(C)(=O)=O)=[N:8][C:6]=2[N:7]=1.[CH3:21][S:22]([N:25]1[CH2:30][CH2:29][NH:28][CH2:27][CH2:26]1)(=[O:24])=[O:23].C([O-])(=O)C.[Na+], predict the reaction product. The product is: [Cl:1][C:2]1[N:3]=[C:4]([N:15]2[CH2:16][CH2:17][O:18][CH2:19][CH2:20]2)[C:5]2[S:10][C:9]([N:28]3[CH2:29][CH2:30][N:25]([S:22]([CH3:21])(=[O:24])=[O:23])[CH2:26][CH2:27]3)=[N:8][C:6]=2[N:7]=1. (5) Given the reactants [O:1]1[C:9]2[CH:8]=[CH:7][N:6]=[C:5]([O:10][C:11]3[CH:16]=[CH:15][C:14]([C:17]4[C:18](=[O:30])[N:19](C5CCCCO5)[N:20]=[CH:21][C:22]=4[CH3:23])=[C:13]([CH3:31])[CH:12]=3)[C:4]=2[CH:3]=[CH:2]1.[ClH:32].O1CCOCC1, predict the reaction product. The product is: [ClH:32].[ClH:32].[O:1]1[C:9]2[CH:8]=[CH:7][N:6]=[C:5]([O:10][C:11]3[CH:16]=[CH:15][C:14]([C:17]4[C:18](=[O:30])[NH:19][N:20]=[CH:21][C:22]=4[CH3:23])=[C:13]([CH3:31])[CH:12]=3)[C:4]=2[CH:3]=[CH:2]1.